From a dataset of Reaction yield outcomes from USPTO patents with 853,638 reactions. Predict the reaction yield, written as a fraction of the theoretical maximum amount of product (1.0 means a 100% yield; for example, 0.34 means a 34% yield). (1) The reactants are [C:1]([NH:4][NH2:5])(N)=[NH:2].Cl.[CH:7]1([C:10]2[C:19]3[C:14](=[CH:15][CH:16]=[CH:17][CH:18]=3)[C:13]([N:20]=[C:21]=[S:22])=[CH:12][CH:11]=2)[CH2:9][CH2:8]1.C(N(C(C)C)CC)(C)C. The catalyst is CN(C=O)C. The product is [NH2:2][C:1]1[N:20]([C:13]2[C:14]3[C:19](=[CH:18][CH:17]=[CH:16][CH:15]=3)[C:10]([CH:7]3[CH2:9][CH2:8]3)=[CH:11][CH:12]=2)[C:21]([SH:22])=[N:5][N:4]=1. The yield is 0.490. (2) The reactants are [CH3:1][C:2]1[O:6][C:5]([C:7]2[N:12]=[C:11]([NH2:13])[CH:10]=[N:9][C:8]=2[C:14]2[CH:19]=[CH:18]C=[CH:16][CH:15]=2)=[CH:4][CH:3]=1.[CH:20]1([C:23](Cl)=[O:24])[CH2:22][CH2:21]1.[N:26]1C=CC=CC=1. No catalyst specified. The product is [CH3:1][C:2]1[O:6][C:5]([C:7]2[N:12]=[C:11]([NH:13][C:23]([CH:20]3[CH2:22][CH2:21]3)=[O:24])[CH:10]=[N:9][C:8]=2[C:14]2[CH:15]=[CH:16][N:26]=[CH:18][CH:19]=2)=[CH:4][CH:3]=1. The yield is 0.810. (3) The reactants are CC1(C)C(C)(C)OB([C:9]2[CH:10]=[C:11]3[C:16](=[C:17]([O:19]COCC[Si](C)(C)C)[CH:18]=2)[N:15]=[CH:14][N:13](COCC[Si](C)(C)C)[C:12]3=[O:36])O1.[F:38][C:39]1[CH:44]=[CH:43][C:42](I)=[C:41]([F:46])[C:40]=1[F:47].FC1C=C(I)C=C(F)C=1F.C(=O)([O-])[O-].[K+].[K+]. The catalyst is O1CCOCC1.C1(P([C-]2C=CC=C2)C2C=CC=CC=2)C=CC=CC=1.[C-]1(P(C2C=CC=CC=2)C2C=CC=CC=2)C=CC=C1.[Fe+2].[Pd](Cl)Cl. The product is [OH:19][C:17]1[CH:18]=[C:9]([C:42]2[CH:43]=[CH:44][C:39]([F:38])=[C:40]([F:47])[C:41]=2[F:46])[CH:10]=[C:11]2[C:16]=1[N:15]=[CH:14][NH:13][C:12]2=[O:36]. The yield is 0.130. (4) The product is [F:17][C:14]1[CH:15]=[CH:16][C:11]([CH2:10][NH:9][C:7](=[O:8])[C:6]2[C:18]([OH:19])=[C:2]([O:22][CH3:21])[C:3]([CH3:20])=[N:4][CH:5]=2)=[CH:12][CH:13]=1. The catalyst is CN(C)C=O.[Cu]I. The yield is 8.70. The reactants are Br[C:2]1[C:3]([CH3:20])=[N:4][CH:5]=[C:6]([C:18]=1[OH:19])[C:7]([NH:9][CH2:10][C:11]1[CH:16]=[CH:15][C:14]([F:17])=[CH:13][CH:12]=1)=[O:8].[CH3:21][O-:22].[Na+].CO. (5) The reactants are [Cl-].O[NH3+:3].[C:4](=[O:7])([O-])[OH:5].[Na+].CS(C)=O.[CH3:13][C:14]1[N:15]([CH2:39][CH:40]2[CH2:45][CH2:44][CH2:43][CH2:42][O:41]2)[C:16](=[O:38])[C:17]([CH2:23][C:24]2[CH:29]=[CH:28][C:27]([C:30]3[C:31]([C:36]#[N:37])=[CH:32][CH:33]=[CH:34][CH:35]=3)=[CH:26][CH:25]=2)=[C:18]([CH2:20][CH2:21][CH3:22])[N:19]=1. The catalyst is C(OCC)(=O)C. The product is [CH3:13][C:14]1[N:15]([CH2:39][CH:40]2[CH2:45][CH2:44][CH2:43][CH2:42][O:41]2)[C:16](=[O:38])[C:17]([CH2:23][C:24]2[CH:25]=[CH:26][C:27]([C:30]3[CH:35]=[CH:34][CH:33]=[CH:32][C:31]=3[C:36]3[NH:3][C:4](=[O:7])[O:5][N:37]=3)=[CH:28][CH:29]=2)=[C:18]([CH2:20][CH2:21][CH3:22])[N:19]=1. The yield is 0.680. (6) The reactants are Br[C:2]1[C:7]([N:8](COC)[S:9]([C:12]2[CH:17]=[CH:16][C:15]([Cl:18])=[C:14]([C:19]([F:22])([F:21])[F:20])[CH:13]=2)(=[O:11])=[O:10])=[CH:6][C:5]([Cl:26])=[CH:4][N:3]=1.[C:27](=[O:29])=[O:28].CC#N.C([Mg]Cl)(C)C.[Cl:38][C:39]1[C:50](C(N(OC)C)=O)=[CH:49][CH:48]=[CH:47][C:40]=1[C:41](N(OC)C)=[O:42].[NH4+].[Cl-].Cl.O1CCOCC1. The catalyst is O.CCOC(C)=O.C1COCC1. The product is [Cl:38][C:39]1[C:40]([C:41]([C:2]2[C:7]([NH:8][S:9]([C:12]3[CH:17]=[CH:16][C:15]([Cl:18])=[C:14]([C:19]([F:20])([F:22])[F:21])[CH:13]=3)(=[O:10])=[O:11])=[CH:6][C:5]([Cl:26])=[CH:4][N:3]=2)=[O:42])=[CH:47][CH:48]=[CH:49][C:50]=1[C:27]([OH:29])=[O:28]. The yield is 0.120.